The task is: Predict the product of the given reaction.. This data is from Forward reaction prediction with 1.9M reactions from USPTO patents (1976-2016). (1) The product is: [O:19]=[S:18]1(=[O:20])[CH2:17][CH2:16][CH2:15][N:1]1[C:2]1[CH:11]=[CH:10][C:5]([C:6]([OH:8])=[O:7])=[C:4]([O:12][CH3:13])[CH:3]=1. Given the reactants [NH2:1][C:2]1[CH:11]=[CH:10][C:5]([C:6]([O:8]C)=[O:7])=[C:4]([O:12][CH3:13])[CH:3]=1.Cl[CH2:15][CH2:16][CH2:17][S:18](Cl)(=[O:20])=[O:19], predict the reaction product. (2) Given the reactants [Cl:1][C:2]1[S:6][C:5]([C:7]2[O:11][N:10]=[C:9]([CH2:12]O)[CH:8]=2)=[CH:4][CH:3]=1.C1C=CC(P([N:28]=[N+:29]=[N-:30])(C2C=CC=CC=2)=O)=CC=1.C1CCN2C(=NCCC2)CC1, predict the reaction product. The product is: [N:28]([CH2:12][C:9]1[CH:8]=[C:7]([C:5]2[S:6][C:2]([Cl:1])=[CH:3][CH:4]=2)[O:11][N:10]=1)=[N+:29]=[N-:30]. (3) Given the reactants C([O:9][C@@H:10]1[C@H:14]([CH2:15][O:16]C(=O)C2C=CC=CC=2)[O:13][C@H:12]([N:25]2[CH:32]=[C:31]([F:33])[C:29](=[O:30])[NH:28][C:26]2=[O:27])[CH2:11]1)(=O)C1C=CC=CC=1, predict the reaction product. The product is: [C@H:12]1([N:25]2[CH:32]=[C:31]([F:33])[C:29](=[O:30])[NH:28][C:26]2=[O:27])[O:13][C@@H:14]([CH2:15][OH:16])[C@@H:10]([OH:9])[CH2:11]1. (4) Given the reactants [NH2:1][C@H:2]([C:4]1[N:9]([C:10]2[CH:15]=[CH:14][CH:13]=[CH:12][CH:11]=2)[C:8](=[O:16])[C:7]2=[C:17]([CH3:20])[CH:18]=[CH:19][N:6]2[N:5]=1)[CH3:3].[NH2:21][C:22]1[C:27]([C:28]([NH:30][C:31]2[CH:36]=[CH:35][C:34]([C:37]3[O:41][CH:40]=[N:39][CH:38]=3)=[C:33]([OH:42])[CH:32]=2)=[O:29])=[C:26](Br)[N:25]=[CH:24][N:23]=1.CCN(C(C)C)C(C)C.[F-].[Cs+], predict the reaction product. The product is: [NH2:21][C:22]1[C:27]([C:28]([NH:30][C:31]2[CH:36]=[CH:35][C:34]([C:37]3[O:41][CH:40]=[N:39][CH:38]=3)=[C:33]([OH:42])[CH:32]=2)=[O:29])=[C:26]([NH:1][C@H:2]([C:4]2[N:9]([C:10]3[CH:15]=[CH:14][CH:13]=[CH:12][CH:11]=3)[C:8](=[O:16])[C:7]3=[C:17]([CH3:20])[CH:18]=[CH:19][N:6]3[N:5]=2)[CH3:3])[N:25]=[CH:24][N:23]=1. (5) The product is: [C:1]([O:4][CH2:5][CH:6]([N:12]([CH3:21])[CH2:13][C:14]([OH:16])=[O:15])[CH2:7][O:8][C:9](=[O:11])[CH3:10])(=[O:3])[CH3:2]. Given the reactants [C:1]([O:4][CH2:5][CH:6]([N:12]([CH3:21])[CH2:13][C:14]([O:16]C(C)(C)C)=[O:15])[CH2:7][O:8][C:9](=[O:11])[CH3:10])(=[O:3])[CH3:2].C(O)(C(F)(F)F)=O, predict the reaction product. (6) Given the reactants [F:1][C:2]1[CH:7]=[CH:6][C:5]([C:8](=[O:10])[CH3:9])=[CH:4][CH:3]=1.[N+:11]([O-])([OH:13])=[O:12], predict the reaction product. The product is: [F:1][C:2]1[CH:7]=[CH:6][C:5]([C:8](=[O:10])[CH3:9])=[CH:4][C:3]=1[N+:11]([O-:13])=[O:12].